From a dataset of TCR-epitope binding with 47,182 pairs between 192 epitopes and 23,139 TCRs. Binary Classification. Given a T-cell receptor sequence (or CDR3 region) and an epitope sequence, predict whether binding occurs between them. (1) The epitope is FLKEKGGL. The TCR CDR3 sequence is CASSTGTGVFEDTEAFF. Result: 0 (the TCR does not bind to the epitope). (2) The epitope is ILHCANFNV. The TCR CDR3 sequence is CASSLGWGADTGELFF. Result: 0 (the TCR does not bind to the epitope). (3) The epitope is FLPRVFSAV. The TCR CDR3 sequence is CASSQGQGIYSNQPQHF. Result: 1 (the TCR binds to the epitope). (4) The epitope is KAFSPEVIPMF. The TCR CDR3 sequence is CSARPGQGTVALHF. Result: 1 (the TCR binds to the epitope). (5) The epitope is LLLGIGILV. The TCR CDR3 sequence is CSARSRGREGPITDTQYF. Result: 1 (the TCR binds to the epitope).